From a dataset of Rat liver microsome stability data. Regression/Classification. Given a drug SMILES string, predict its absorption, distribution, metabolism, or excretion properties. Task type varies by dataset: regression for continuous measurements (e.g., permeability, clearance, half-life) or binary classification for categorical outcomes (e.g., BBB penetration, CYP inhibition). Dataset: rlm. (1) The result is 1 (stable in rat liver microsomes). The drug is COc1ccccc1N1CCN(C(=O)c2cc(-c3ccc(C#N)cc3)[nH]n2)CC1. (2) The compound is O=C(NCCCCN1CCN(c2ccccc2O)CC1)c1ccc(-c2ccsc2)cc1. The result is 1 (stable in rat liver microsomes). (3) The drug is COc1ccc(NC(=O)c2cc(-c3ccc[nH]3)[nH]n2)cc1OC. The result is 0 (unstable in rat liver microsomes). (4) The drug is CCCN1C(CC(C)C)=NS(=O)(=O)c2cc(NC(=O)c3cccs3)ccc21. The result is 1 (stable in rat liver microsomes).